This data is from Full USPTO retrosynthesis dataset with 1.9M reactions from patents (1976-2016). The task is: Predict the reactants needed to synthesize the given product. (1) Given the product [CH3:25][O:24][C:15]([C:16]1[CH:22]=[CH:21][CH:20]=[CH:19][C:17]=1[NH:18][C:9](=[O:11])/[CH:8]=[CH:7]/[C:6]1[CH:12]=[CH:13][CH:14]=[C:4]([N+:1]([O-:3])=[O:2])[CH:5]=1)=[O:23], predict the reactants needed to synthesize it. The reactants are: [N+:1]([C:4]1[CH:5]=[C:6]([CH:12]=[CH:13][CH:14]=1)/[CH:7]=[CH:8]/[C:9]([OH:11])=O)([O-:3])=[O:2].[C:15]([O:24][CH3:25])(=[O:23])[C:16]1[C:17](=[CH:19][CH:20]=[CH:21][CH:22]=1)[NH2:18].C(N(CC)CC)C. (2) Given the product [NH2:17][C:16]1[C:4]2[C:3](=[C:2]([Br:1])[CH:7]=[CH:6][CH:5]=2)[N:8]=[N:9][C:10]=1[C:11]([NH:13][CH2:14][CH3:15])=[O:12], predict the reactants needed to synthesize it. The reactants are: [Br:1][C:2]1[CH:7]=[CH:6][CH:5]=[CH:4][C:3]=1[NH:8][N:9]=[C:10]([C:16]#[N:17])[C:11]([NH:13][CH2:14][CH3:15])=[O:12].[Cl-].[Al+3].[Cl-].[Cl-].[C@H](O)(C([O-])=O)[C@@H](O)C([O-])=O.[Na+].[K+]. (3) Given the product [CH3:1][NH:2][CH2:10][CH2:11][CH2:12][N:13]1[CH2:18][CH2:17][S:16][C:15]2[CH:19]=[C:20]([NH:23][C:24]([C:26]3[S:27][CH:28]=[CH:29][CH:30]=3)=[NH:25])[CH:21]=[CH:22][C:14]1=2, predict the reactants needed to synthesize it. The reactants are: [CH3:1][N:2]([CH2:10][CH2:11][CH2:12][N:13]1[CH2:18][CH2:17][S:16][C:15]2[CH:19]=[C:20]([NH:23][C:24]([C:26]3[S:27][CH:28]=[CH:29][CH:30]=3)=[NH:25])[CH:21]=[CH:22][C:14]1=2)C(=O)OC(C)(C)C. (4) Given the product [CH3:1][O:2][CH2:3][C@@H:4]1[CH2:8][CH2:7][CH2:6][N:5]1[S:9]([C:12]1[CH:20]=[CH:19][C:18]2[N:17]3[CH2:28][C:29]4([CH2:34][CH2:33][CH2:32][CH2:31][CH2:30]4)[CH2:35][N:36]=[C:16]3[C:15](=[O:26])[C:14]=2[CH:13]=1)(=[O:11])=[O:10], predict the reactants needed to synthesize it. The reactants are: [CH3:1][O:2][CH2:3][C@@H:4]1[CH2:8][CH2:7][CH2:6][N:5]1[S:9]([C:12]1[CH:13]=[C:14]2[C:18](=[CH:19][CH:20]=1)[NH:17][C:16](=O)[C:15]12[O:26]CCCO1)(=[O:11])=[O:10].Cl[CH2:28][C:29]1([C:35]#[N:36])[CH2:34][CH2:33][CH2:32][CH2:31][CH2:30]1. (5) Given the product [Cl-:39].[CH2:1]([C@@H:8]1[C@@H:16]([O:17][CH2:18][CH:19]([CH3:20])[CH3:21])[C@H:15]([CH3:22])[O:14][C:13](=[O:23])[C@@H:12]([NH3+:24])[CH2:11][O:10][CH2:9]1)[C:2]1[CH:3]=[CH:4][CH:5]=[CH:6][CH:7]=1, predict the reactants needed to synthesize it. The reactants are: [CH2:1]([C@@H:8]1[C@@H:16]([O:17][CH2:18][CH:19]([CH3:21])[CH3:20])[C@H:15]([CH3:22])[O:14][C:13](=[O:23])[C@@H:12]([N:24](C(OC(C)(C)C)=O)C(=O)OC(C)(C)C)[CH2:11][O:10][CH2:9]1)[C:2]1[CH:7]=[CH:6][CH:5]=[CH:4][CH:3]=1.[ClH:39]. (6) Given the product [CH2:27]([O:29][C:30](=[O:49])[CH2:31][C:32]1[CH:33]=[C:34]([C:20]2[CH:21]=[CH:22][CH:23]=[C:18]([C:17]3[O:16][N:15]=[C:14]([CH3:25])[C:13]=3[NH:12][C:11]([O:10][CH:8]([C:3]3[CH:4]=[CH:5][CH:6]=[CH:7][C:2]=3[Cl:1])[CH3:9])=[O:26])[CH:19]=2)[C:35]([O:38][CH3:39])=[CH:36][CH:37]=1)[CH3:28], predict the reactants needed to synthesize it. The reactants are: [Cl:1][C:2]1[CH:7]=[CH:6][CH:5]=[CH:4][C:3]=1[CH:8]([O:10][C:11](=[O:26])[NH:12][C:13]1[C:14]([CH3:25])=[N:15][O:16][C:17]=1[C:18]1[CH:23]=[CH:22][CH:21]=[C:20](Br)[CH:19]=1)[CH3:9].[CH2:27]([O:29][C:30](=[O:49])[CH2:31][C:32]1[CH:37]=[CH:36][C:35]([O:38][CH3:39])=[C:34](B2OC(C)(C)C(C)(C)O2)[CH:33]=1)[CH3:28].C(=O)([O-])[O-].[K+].[K+]. (7) Given the product [CH:6]1[CH:5]=[N:4][CH:3]=[C:2]([N:9]=[C:14]=[O:15])[CH:7]=1, predict the reactants needed to synthesize it. The reactants are: C(Cl)[C:2]1[CH:7]=[CH:6][CH:5]=[N:4][CH:3]=1.[N-:9]=[N+]=[N-].[Na+].C[C:14](C)=[O:15].